This data is from Forward reaction prediction with 1.9M reactions from USPTO patents (1976-2016). The task is: Predict the product of the given reaction. Given the reactants [S:1]1[C:5]2[CH:6]=[CH:7][CH:8]=[CH:9][C:4]=2[N:3]=[C:2]1[C:10]1[C:11]([NH2:15])=[N:12][NH:13][CH:14]=1.[CH:16](O)=[O:17], predict the reaction product. The product is: [S:1]1[C:5]2[CH:6]=[CH:7][CH:8]=[CH:9][C:4]=2[N:3]=[C:2]1[C:10]1[C:11]([NH:15][CH:16]=[O:17])=[N:12][NH:13][CH:14]=1.